From a dataset of Forward reaction prediction with 1.9M reactions from USPTO patents (1976-2016). Predict the product of the given reaction. (1) Given the reactants [Cl:1][C:2]1[CH:8]=[C:7]([Cl:9])[CH:6]=[CH:5][C:3]=1[NH2:4].[H-].[Na+].Cl[C:13]1[C:22]2[C:17](=[CH:18][C:19]3[CH:26]=[C:25]([O:27][CH3:28])[C:24]([O:29][CH3:30])=[CH:23][C:20]=3[CH:21]=2)[N:16]=[CH:15][C:14]=1[C:31]#[N:32].CO, predict the reaction product. The product is: [Cl:1][C:2]1[CH:8]=[C:7]([Cl:9])[CH:6]=[CH:5][C:3]=1[NH:4][C:13]1[C:22]2[C:17](=[CH:18][C:19]3[CH:26]=[C:25]([O:27][CH3:28])[C:24]([O:29][CH3:30])=[CH:23][C:20]=3[CH:21]=2)[N:16]=[CH:15][C:14]=1[C:31]#[N:32]. (2) Given the reactants [Cl:1][C:2]1[CH:37]=[CH:36][C:5]([CH2:6][CH2:7][N:8]2[CH2:13][CH2:12][N:11]([C:14]3[CH:19]=[CH:18][C:17]4[C:20]5[CH2:21][N:22](C(OC(C)(C)C)=O)[CH2:23][CH2:24][CH2:25][C:26]=5[O:27][C:16]=4[CH:15]=3)[C:10](=[O:35])[CH2:9]2)=[CH:4][CH:3]=1.Cl.CCOCC.C([O-])(O)=O.[Na+], predict the reaction product. The product is: [Cl:1][C:2]1[CH:37]=[CH:36][C:5]([CH2:6][CH2:7][N:8]2[CH2:13][CH2:12][N:11]([C:14]3[CH:19]=[CH:18][C:17]4[C:20]5[CH2:21][NH:22][CH2:23][CH2:24][CH2:25][C:26]=5[O:27][C:16]=4[CH:15]=3)[C:10](=[O:35])[CH2:9]2)=[CH:4][CH:3]=1. (3) Given the reactants [F:8][C:7]([F:10])([F:9])[C:6](O[C:6](=[O:11])[C:7]([F:10])([F:9])[F:8])=[O:11].[CH3:14][O:15][C:16]1[CH:29]=[CH:28][C:19]2[C@@H:20]3[C@H:25]([CH2:26][CH2:27][C:18]=2[CH:17]=1)[NH:24][CH2:23][CH2:22][CH2:21]3.C(N(CC)CC)C, predict the reaction product. The product is: [F:10][C:7]([F:8])([F:9])[C:6]([N:24]1[C@@H:25]2[C@@H:20]([C:19]3[CH:28]=[CH:29][C:16]([O:15][CH3:14])=[CH:17][C:18]=3[CH2:27][CH2:26]2)[CH2:21][CH2:22][CH2:23]1)=[O:11]. (4) Given the reactants [CH:1]1([N:4]([CH2:42][C:43]2[CH:48]=[CH:47][CH:46]=[C:45]([O:49][CH3:50])[C:44]=2[O:51][CH3:52])[C:5]([CH:7]2[C@@H:12]([NH:13][C:14](=[O:34])[C:15]3[CH:20]=[CH:19][C:18]([O:21][CH2:22][CH2:23][O:24][C:25]4[C:30]([Cl:31])=[CH:29][C:28]([CH3:32])=[CH:27][C:26]=4[Cl:33])=[CH:17][CH:16]=3)[CH2:11][CH2:10][N:9](C(OC(C)(C)C)=O)[CH2:8]2)=[O:6])[CH2:3][CH2:2]1, predict the reaction product. The product is: [ClH:31].[CH:1]1([N:4]([CH2:42][C:43]2[CH:48]=[CH:47][CH:46]=[C:45]([O:49][CH3:50])[C:44]=2[O:51][CH3:52])[C:5]([CH:7]2[C@@H:12]([NH:13][C:14](=[O:34])[C:15]3[CH:20]=[CH:19][C:18]([O:21][CH2:22][CH2:23][O:24][C:25]4[C:26]([Cl:33])=[CH:27][C:28]([CH3:32])=[CH:29][C:30]=4[Cl:31])=[CH:17][CH:16]=3)[CH2:11][CH2:10][NH:9][CH2:8]2)=[O:6])[CH2:3][CH2:2]1. (5) Given the reactants Cl.[NH2:2][OH:3].C([O-])(=O)C.[Na+].[CH2:9]([N:16]1[CH2:21][CH:20]2[CH:18]([CH:19]2[CH:22]=O)[CH2:17]1)[C:10]1[CH:15]=[CH:14][CH:13]=[CH:12][CH:11]=1, predict the reaction product. The product is: [CH2:9]([N:16]1[CH2:21][CH:20]2[CH:18]([CH:19]2[CH:22]=[N:2][OH:3])[CH2:17]1)[C:10]1[CH:15]=[CH:14][CH:13]=[CH:12][CH:11]=1.